Dataset: Reaction yield outcomes from USPTO patents with 853,638 reactions. Task: Predict the reaction yield, written as a fraction of the theoretical maximum amount of product (1.0 means a 100% yield; for example, 0.34 means a 34% yield). The reactants are [Br:1][C:2]1[CH:19]=[CH:18][C:5]2[C:6]3[N:7]([CH:11]=[C:12]([C:14]([O:16]C)=[O:15])[N:13]=3)[CH2:8][CH2:9][O:10][C:4]=2[CH:3]=1.[Li+].[OH-]. The catalyst is C1COCC1.O. The product is [Br:1][C:2]1[CH:19]=[CH:18][C:5]2[C:6]3[N:7]([CH:11]=[C:12]([C:14]([OH:16])=[O:15])[N:13]=3)[CH2:8][CH2:9][O:10][C:4]=2[CH:3]=1. The yield is 0.905.